This data is from Reaction yield outcomes from USPTO patents with 853,638 reactions. The task is: Predict the reaction yield, written as a fraction of the theoretical maximum amount of product (1.0 means a 100% yield; for example, 0.34 means a 34% yield). The reactants are [CH2:1]([N:8]1[C:16]2[C:11](=[N:12][C:13]([N:17](C(OC(C)(C)C)=O)[NH:18][C:19](OC(C)(C)C)=O)=[CH:14][CH:15]=2)[CH:10]=[CH:9]1)[C:2]1[CH:7]=[CH:6][CH:5]=[CH:4][CH:3]=1.[C:33](O)(=O)C. No catalyst specified. The product is [CH2:1]([N:8]1[C:16]2[CH:15]=[CH:14][C:13]3[N:12]([C:19]([CH3:33])=[N:18][N:17]=3)[C:11]=2[CH:10]=[CH:9]1)[C:2]1[CH:3]=[CH:4][CH:5]=[CH:6][CH:7]=1. The yield is 0.650.